Dataset: Forward reaction prediction with 1.9M reactions from USPTO patents (1976-2016). Task: Predict the product of the given reaction. (1) Given the reactants [CH2:1]([O:4][CH3:5])[CH:2]=[CH2:3].B1C2CCCC1CCC2.Br[C:16]1[CH:17]=[C:18]([CH:22]2[C:31]3[CH:32]=[C:33]([NH:36][S:37]([CH3:40])(=[O:39])=[O:38])[CH:34]=[CH:35][C:30]=3[C:29]3[C:24](=[CH:25][CH:26]=[CH:27][C:28]=3[O:41][CH:42]([F:44])[F:43])[O:23]2)[CH:19]=[CH:20][CH:21]=1.ClCCl.C[O-].[Na+], predict the reaction product. The product is: [F:44][CH:42]([F:43])[O:41][C:28]1[CH:27]=[CH:26][CH:25]=[C:24]2[C:29]=1[C:30]1[CH:35]=[CH:34][C:33]([NH:36][S:37]([CH3:40])(=[O:39])=[O:38])=[CH:32][C:31]=1[CH:22]([C:18]1[CH:19]=[CH:20][CH:21]=[C:16]([CH2:3][CH2:2][CH2:1][O:4][CH3:5])[CH:17]=1)[O:23]2. (2) Given the reactants [O:1]=[C:2]1[CH:7]([C:8]([O:10][CH2:11][CH3:12])=[O:9])[CH2:6][CH2:5][CH2:4][NH:3]1.C(O)C.CC[O-].[Na+].[Cl:20][C:21]1[CH:28]=[CH:27][CH:26]=[C:25]([Cl:29])[C:22]=1[CH2:23]Br, predict the reaction product. The product is: [Cl:20][C:21]1[CH:28]=[CH:27][CH:26]=[C:25]([Cl:29])[C:22]=1[CH2:23][C:7]1([C:8]([O:10][CH2:11][CH3:12])=[O:9])[CH2:6][CH2:5][CH2:4][NH:3][C:2]1=[O:1]. (3) Given the reactants [OH:1][C:2]1[CH:11]=[C:10]2[C:5]([C:6]([CH3:30])=[C:7]([C:13]3[CH:29]=[CH:28][C:16]([C:17]([NH:19][CH2:20][CH2:21][N:22]4[CH2:27][CH2:26][O:25][CH2:24][CH2:23]4)=[O:18])=[CH:15][CH:14]=3)[C:8](=[O:12])[O:9]2)=[CH:4][CH:3]=1.C1N2CN3CN(C2)CN1C3.[C:41](O)(C(F)(F)F)=[O:42], predict the reaction product. The product is: [CH:41]([C:11]1[C:2]([OH:1])=[CH:3][CH:4]=[C:5]2[C:10]=1[O:9][C:8](=[O:12])[C:7]([C:13]1[CH:14]=[CH:15][C:16]([C:17]([NH:19][CH2:20][CH2:21][N:22]3[CH2:23][CH2:24][O:25][CH2:26][CH2:27]3)=[O:18])=[CH:28][CH:29]=1)=[C:6]2[CH3:30])=[O:42]. (4) Given the reactants [CH2:1]([O:8][C:9]([N:11]([CH2:23][C:24]([N:26]1[CH2:30][C@@H:29]([F:31])[CH2:28][C@H:27]1[C:32]#[N:33])=[O:25])[C:12]12[CH2:19][CH2:18][C:15]([C:20]([OH:22])=O)([CH2:16][CH2:17]1)[CH2:14][CH2:13]2)=[O:10])[C:2]1[CH:7]=[CH:6][CH:5]=[CH:4][CH:3]=1.ON1C2C=CC=CC=2N=N1.Cl.CN(C)CCCN=C=NCC.[C:56]1([C@@H:62]([NH2:64])[CH3:63])[CH:61]=[CH:60][CH:59]=[CH:58][CH:57]=1, predict the reaction product. The product is: [CH2:1]([O:8][C:9]([N:11]([CH2:23][C:24]([N:26]1[CH2:30][C@@H:29]([F:31])[CH2:28][C@H:27]1[C:32]#[N:33])=[O:25])[C:12]12[CH2:17][CH2:16][C:15]([C:20]([NH:64][C@H:62]([C:56]3[CH:61]=[CH:60][CH:59]=[CH:58][CH:57]=3)[CH3:63])=[O:22])([CH2:18][CH2:19]1)[CH2:14][CH2:13]2)=[O:10])[C:2]1[CH:7]=[CH:6][CH:5]=[CH:4][CH:3]=1. (5) Given the reactants [Cl:1][C:2]1[C:7]([O:8][CH3:9])=[CH:6][C:5]([O:10][CH3:11])=[C:4]([Cl:12])[C:3]=1[C:13]1[N:18]=[C:17]2[NH:19][N:20]=[C:21](I)[C:16]2=[CH:15][N:14]=1.[OH:23][C@H:24]1[CH2:29][CH2:28][C@H:27]([N:30]2[CH2:38][C:37]3[C:32](=[CH:33][CH:34]=[C:35](B4OC(C)(C)C(C)(C)O4)[CH:36]=3)[C:31]2=[O:48])[CH2:26][CH2:25]1, predict the reaction product. The product is: [Cl:1][C:2]1[C:7]([O:8][CH3:9])=[CH:6][C:5]([O:10][CH3:11])=[C:4]([Cl:12])[C:3]=1[C:13]1[N:18]=[C:17]2[NH:19][N:20]=[C:21]([C:35]3[CH:36]=[C:37]4[C:32](=[CH:33][CH:34]=3)[C:31](=[O:48])[N:30]([C@H:27]3[CH2:26][CH2:25][C@H:24]([OH:23])[CH2:29][CH2:28]3)[CH2:38]4)[C:16]2=[CH:15][N:14]=1. (6) Given the reactants C(O[C:4](=[O:37])[C:5]1[CH:10]=CC(OC2C=CC=CC=2)=[CH:7][C:6]=1[CH2:18][N:19]([CH2:26][C:27]1[CH:32]=[CH:31][C:30]([O:33][CH3:34])=[CH:29][C:28]=1[O:35][CH3:36])[CH2:20][C:21]([O:23][CH2:24][CH3:25])=[O:22])C.C[Si]([N-][Si](C)(C)C)(C)C.[Li+].[Cl-].[NH4+].[CH2:50]1[CH2:54][O:53][CH2:52][CH2:51]1, predict the reaction product. The product is: [CH2:24]([O:23][C:21]([C:20]1[N:19]([CH2:26][C:27]2[CH:32]=[CH:31][C:30]([O:33][CH3:34])=[CH:29][C:28]=2[O:35][CH3:36])[CH2:18][C:6]2[C:5]([C:4]=1[OH:37])=[CH:10][CH:50]=[C:54]([O:53][C:52]1[CH:51]=[CH:7][CH:6]=[CH:5][CH:4]=1)[CH:7]=2)=[O:22])[CH3:25]. (7) Given the reactants [NH:1]1[C:9]2[C:4](=[CH:5][CH:6]=[C:7]([CH:10]([C:16]3[CH:17]=[N:18][CH:19]=[CH:20][CH:21]=3)[CH2:11][C:12]([NH:14][CH3:15])=O)[CH:8]=2)[CH:3]=[CH:2]1.N1C2C(=CC=CC=2C(C2C=CC=CC=2)CCNC)C=C1, predict the reaction product. The product is: [NH:1]1[C:9]2[C:4](=[CH:5][CH:6]=[C:7]([CH:10]([C:16]3[CH:17]=[N:18][CH:19]=[CH:20][CH:21]=3)[CH2:11][CH2:12][NH:14][CH3:15])[CH:8]=2)[CH:3]=[CH:2]1.